This data is from Forward reaction prediction with 1.9M reactions from USPTO patents (1976-2016). The task is: Predict the product of the given reaction. Given the reactants [CH2:1]1[CH2:6][C@H:5]([C:7]([OH:9])=[O:8])[CH2:4][CH2:3][C@H:2]1[CH2:10][NH2:11].[CH3:12][C:13]1[CH:34]=[CH:33][CH:32]=[CH:31][C:14]=1[C:15]([O:17][CH:18]([O:20][C:21](ON1C(=O)CCC1=O)=[O:22])[CH3:19])=[O:16], predict the reaction product. The product is: [CH3:12][C:13]1[CH:34]=[CH:33][CH:32]=[CH:31][C:14]=1[C:15]([O:17][CH:18]([O:20][C:21]([NH:11][CH2:10][C@H:2]1[CH2:3][CH2:4][C@H:5]([C:7]([OH:9])=[O:8])[CH2:6][CH2:1]1)=[O:22])[CH3:19])=[O:16].